From a dataset of Forward reaction prediction with 1.9M reactions from USPTO patents (1976-2016). Predict the product of the given reaction. (1) Given the reactants [OH:1][C:2]1[CH:7]=[CH:6][CH:5]=[CH:4][C:3]=1[CH:8]1[O:12][N:11]=[C:10]([C:13]2[N:14]=[C:15]([CH:18]3[CH2:23][CH2:22][N:21](C(OC(C)(C)C)=O)[CH2:20][CH2:19]3)[S:16][CH:17]=2)[CH2:9]1.[ClH:31], predict the reaction product. The product is: [Cl-:31].[OH:1][C:2]1[CH:7]=[CH:6][CH:5]=[CH:4][C:3]=1[CH:8]1[O:12][N:11]=[C:10]([C:13]2[N:14]=[C:15]([CH:18]3[CH2:23][CH2:22][NH2+:21][CH2:20][CH2:19]3)[S:16][CH:17]=2)[CH2:9]1. (2) Given the reactants [F:1][C:2]([F:14])([F:13])[C:3]([NH:5][C@H:6]([CH2:9][CH:10]([CH3:12])[CH3:11])[CH2:7][OH:8])=[O:4].[H-].[Na+].Br[CH2:18][CH:19]=[CH2:20], predict the reaction product. The product is: [CH2:20]([O:8][CH2:7][C@H:6]([NH:5][C:3](=[O:4])[C:2]([F:13])([F:14])[F:1])[CH2:9][CH:10]([CH3:12])[CH3:11])[CH:19]=[CH2:18]. (3) Given the reactants [F:1][C:2]1[CH:19]=[CH:18][C:5]([O:6][C:7]2[C:16]3[C:11](=[C:12]([NH2:17])[CH:13]=[CH:14][CH:15]=3)[N:10]=[CH:9][N:8]=2)=[CH:4][C:3]=1[C:20]([F:23])([F:22])[F:21].[Cl:24][C:25]1[C:30]([C:31](O)=[O:32])=[C:29]([F:34])[C:28]([CH2:35][NH:36][C:37](=[O:42])[C:38]([CH3:41])([CH3:40])[CH3:39])=[CH:27][CH:26]=1.C(Cl)(=O)C(Cl)=O.CCN(C(C)C)C(C)C, predict the reaction product. The product is: [Cl:24][C:25]1[C:30]([C:31]([NH:17][C:12]2[CH:13]=[CH:14][CH:15]=[C:16]3[C:11]=2[N:10]=[CH:9][N:8]=[C:7]3[O:6][C:5]2[CH:18]=[CH:19][C:2]([F:1])=[C:3]([C:20]([F:23])([F:21])[F:22])[CH:4]=2)=[O:32])=[C:29]([F:34])[C:28]([CH2:35][NH:36][C:37](=[O:42])[C:38]([CH3:40])([CH3:39])[CH3:41])=[CH:27][CH:26]=1. (4) Given the reactants [F:1][C:2]1[CH:29]=[CH:28][C:5]2[S:6][C:7]([C:10]3[N:14]4[N:15]=[C:16]([CH3:26])[CH:17]=[C:18]([C:19]([CH2:23][CH2:24][CH3:25])=[CH:20][CH2:21][CH3:22])[C:13]4=[N:12][C:11]=3[CH3:27])=[C:8]([CH3:9])[C:4]=2[CH:3]=1, predict the reaction product. The product is: [F:1][C:2]1[CH:29]=[CH:28][C:5]2[S:6][C:7]([C:10]3[N:14]4[N:15]=[C:16]([CH3:26])[CH:17]=[C:18]([CH:19]([CH2:20][CH2:21][CH3:22])[CH2:23][CH2:24][CH3:25])[C:13]4=[N:12][C:11]=3[CH3:27])=[C:8]([CH3:9])[C:4]=2[CH:3]=1. (5) Given the reactants Cl.[NH:2]1[CH2:5][CH:4]([NH:6][C:7]2[CH:12]=[CH:11][C:10]([Br:13])=[CH:9][C:8]=2[N+:14]([O-:16])=[O:15])[CH2:3]1.C=O.[C:19](O[BH-](OC(=O)C)OC(=O)C)(=O)C.[Na+], predict the reaction product. The product is: [Br:13][C:10]1[CH:11]=[CH:12][C:7]([NH:6][CH:4]2[CH2:5][N:2]([CH3:19])[CH2:3]2)=[C:8]([N+:14]([O-:16])=[O:15])[CH:9]=1.